Dataset: Forward reaction prediction with 1.9M reactions from USPTO patents (1976-2016). Task: Predict the product of the given reaction. (1) Given the reactants [CH2:1]([O:3][C:4](=[O:27])[CH2:5][CH:6]1[CH2:11][CH2:10][CH:9]([C:12]2[CH:17]=[CH:16][C:15]([N:18]3[C:22](C(O)=O)=[C:21]([CH3:26])[N:20]=[N:19]3)=[CH:14][CH:13]=2)[CH2:8][CH2:7]1)[CH3:2].C([N:30]([CH2:33]C)CC)C.C1(P(N=[N+]=[N-])(C2C=CC=CC=2)=[O:42])C=CC=CC=1.[C:52]1([C@H:58]([OH:60])[CH3:59])[CH:57]=[CH:56][CH:55]=[CH:54][CH:53]=1, predict the reaction product. The product is: [CH2:1]([O:3][C:4](=[O:27])[CH2:5][CH:6]1[CH2:11][CH2:10][CH:9]([C:12]2[CH:13]=[CH:14][C:15]([N:18]3[C:22]([NH:30][C:33]([O:60][C@@H:58]([C:52]4[CH:57]=[CH:56][CH:55]=[CH:54][CH:53]=4)[CH3:59])=[O:42])=[C:21]([CH3:26])[N:20]=[N:19]3)=[CH:16][CH:17]=2)[CH2:8][CH2:7]1)[CH3:2]. (2) Given the reactants [Cl:1][C:2]1[CH:7]=[CH:6][C:5]([C@H:8]2[N:15]3[C:11]([S:12][C:13]([C:19]([N:21]4[C@H:28]([CH2:29][CH3:30])[CH2:27][CH2:26][C@H:22]4[C:23]([OH:25])=O)=[O:20])=[C:14]3[CH:16]([CH3:18])[CH3:17])=[N:10][C@:9]2([C:32]2[CH:37]=[CH:36][C:35]([Cl:38])=[CH:34][CH:33]=2)[CH3:31])=[CH:4][CH:3]=1.[CH3:39][N:40]([CH3:46])[C@H:41]1[CH2:45][CH2:44][NH:43][CH2:42]1, predict the reaction product. The product is: [Cl:1][C:2]1[CH:7]=[CH:6][C:5]([C@H:8]2[N:15]3[C:11]([S:12][C:13]([C:19]([N:21]4[CH:28]([CH2:29][CH3:30])[CH2:27][CH2:26][CH:22]4[C:23]([N:43]4[CH2:44][CH2:45][C@H:41]([N:40]([CH3:46])[CH3:39])[CH2:42]4)=[O:25])=[O:20])=[C:14]3[CH:16]([CH3:17])[CH3:18])=[N:10][C@:9]2([C:32]2[CH:33]=[CH:34][C:35]([Cl:38])=[CH:36][CH:37]=2)[CH3:31])=[CH:4][CH:3]=1. (3) The product is: [F:1][C:2]1[CH:7]=[C:6]([C:8]2([F:33])[CH2:11][O:10][CH2:9]2)[CH:5]=[C:4]([F:13])[C:3]=1[C:14]1[S:15][CH:16]=[C:17]([C:19]([O:21][CH3:22])=[O:20])[N:18]=1. Given the reactants [F:1][C:2]1[CH:7]=[C:6]([C:8]2(O)[CH2:11][O:10][CH2:9]2)[CH:5]=[C:4]([F:13])[C:3]=1[C:14]1[S:15][CH:16]=[C:17]([C:19]([O:21][CH3:22])=[O:20])[N:18]=1.COCCN(S(F)(F)[F:33])CCOC, predict the reaction product.